Regression. Given a peptide amino acid sequence and an MHC pseudo amino acid sequence, predict their binding affinity value. This is MHC class II binding data. From a dataset of Peptide-MHC class II binding affinity with 134,281 pairs from IEDB. The peptide sequence is RNPRGSYQIAVVGLK. The MHC is DRB1_0101 with pseudo-sequence DRB1_0101. The binding affinity (normalized) is 0.205.